The task is: Predict which catalyst facilitates the given reaction.. This data is from Catalyst prediction with 721,799 reactions and 888 catalyst types from USPTO. (1) Reactant: C(=O)([O-])[O-].[K+].[K+].[CH3:7][C:8]1[CH:9]=[CH:10][C:11]([S:14]([NH2:17])(=[O:16])=[O:15])=[CH:12][CH:13]=1.Br[CH2:19][CH2:20][CH2:21][CH2:22][CH2:23][CH2:24][CH2:25][CH2:26][CH2:27][CH2:28][CH2:29][CH2:30][CH2:31][CH3:32]. Product: [CH2:19]([N:17]([CH2:32][CH2:31][CH2:30][CH2:29][CH2:28][CH2:27][CH2:26][CH2:25][CH2:24][CH2:23][CH2:22][CH2:21][CH2:20][CH3:19])[S:14]([C:11]1[CH:10]=[CH:9][C:8]([CH3:7])=[CH:13][CH:12]=1)(=[O:16])=[O:15])[CH2:20][CH2:21][CH2:22][CH2:23][CH2:24][CH2:25][CH2:26][CH2:27][CH2:28][CH2:29][CH2:30][CH2:31][CH3:32]. The catalyst class is: 869. (2) Reactant: [CH2:1]([O:8][C:9]1[C:10]([CH3:36])=[C:11](C2(C([O-])=O)CN(C(OCC3C=CC=CC=3)=O)C2)[C:12]([C:15](=[O:18])[CH2:16][CH3:17])=[CH:13][CH:14]=1)[C:2]1[CH:7]=[CH:6][CH:5]=[CH:4][CH:3]=1.[H-].[Na+].[C:39]([OH:42])(=O)[CH3:40].Cl.[CH3:44][N:45]([CH3:48])[CH:46]=[O:47]. Product: [CH2:1]([O:8][C:9]1[C:10]([CH3:36])=[C:11]2[C:12]([C:15](=[O:18])[C:16]([CH3:17])=[C:1]([CH:2]3[CH2:48][N:45]([C:46]([O:42][CH2:39][C:40]4[CH:7]=[CH:6][CH:5]=[CH:4][CH:3]=4)=[O:47])[CH2:44]3)[O:8]2)=[CH:13][CH:14]=1)[C:2]1[CH:3]=[CH:4][CH:5]=[CH:6][CH:7]=1. The catalyst class is: 5. (3) Reactant: [Cl:1][C:2]1[CH:10]=[CH:9][CH:8]=[CH:7][C:3]=1[C:4](Cl)=[O:5].[OH:11][C:12]1[CH:13]=[C:14]([CH:26]=[CH:27][CH:28]=1)[O:15][C:16]1[CH:17]=[C:18]([C:24]#[N:25])[CH:19]=[C:20]([CH:23]=1)[C:21]#[N:22].C(N(CC)CC)C. Product: [C:24]([C:18]1[CH:17]=[C:16]([CH:23]=[C:20]([C:21]#[N:22])[CH:19]=1)[O:15][C:14]1[CH:13]=[C:12]([O:11][C:4](=[O:5])[C:3]2[CH:7]=[CH:8][CH:9]=[CH:10][C:2]=2[Cl:1])[CH:28]=[CH:27][CH:26]=1)#[N:25]. The catalyst class is: 4. (4) Reactant: [CH:1]([C:3]1[CH:4]=[C:5]([N:13]2[CH2:17][CH2:16][CH2:15][CH:14]2[C:18]([OH:20])=[O:19])[CH:6]=[C:7]([C:9]([F:12])([F:11])[F:10])[CH:8]=1)=O.[N:21]1([C:27]([O:29][CH:30]([C:35]([F:38])([F:37])[F:36])[C:31]([F:34])([F:33])[F:32])=[O:28])[CH2:26][CH2:25][NH:24][CH2:23][CH2:22]1.C(N(CC)CC)C.C(O[BH-](OC(=O)C)OC(=O)C)(=O)C.[Na+]. Product: [F:34][C:31]([F:32])([F:33])[CH:30]([O:29][C:27]([N:21]1[CH2:22][CH2:23][N:24]([CH2:1][C:3]2[CH:4]=[C:5]([N:13]3[CH2:17][CH2:16][CH2:15][C@H:14]3[C:18]([OH:20])=[O:19])[CH:6]=[C:7]([C:9]([F:12])([F:11])[F:10])[CH:8]=2)[CH2:25][CH2:26]1)=[O:28])[C:35]([F:38])([F:37])[F:36]. The catalyst class is: 26. (5) Reactant: [Cl-].[CH:2]1([NH:5][C:6](=[O:39])[C@@H:7]([OH:38])[C@@H:8]([NH:12][C:13]([C@@H:15]2[CH2:19][C@@H:18]([O:20][C:21]3[C:30]4[C:25](=[CH:26][C:27]([O:31][CH3:32])=[CH:28][CH:29]=4)[N:24]=[C:23]([N:33]4[CH:37]=[CH:36][CH:35]=[N:34]4)[CH:22]=3)[CH2:17][NH2+:16]2)=[O:14])[CH2:9][CH2:10][CH3:11])[CH2:4][CH2:3]1.[C:40]([NH:44][C:45](=[O:55])[NH:46][C@H:47]([C:51]([CH3:54])([CH3:53])[CH3:52])[C:48](O)=[O:49])([CH3:43])([CH3:42])[CH3:41].F[P-](F)(F)(F)(F)F.N1(OC(N(C)C)=[N+](C)C)C2N=CC=CC=2N=N1.C(N(C(C)C)CC)(C)C. Product: [C:40]([NH:44][C:45](=[O:55])[NH:46][C@@H:47]([C:51]([CH3:54])([CH3:53])[CH3:52])[C:48]([N:16]1[CH2:17][C@H:18]([O:20][C:21]2[C:30]3[C:25](=[CH:26][C:27]([O:31][CH3:32])=[CH:28][CH:29]=3)[N:24]=[C:23]([N:33]3[CH:37]=[CH:36][CH:35]=[N:34]3)[CH:22]=2)[CH2:19][C@H:15]1[C:13]([NH:12][C@@H:8]([CH2:9][CH2:10][CH3:11])[C@H:7]([OH:38])[C:6]([NH:5][CH:2]1[CH2:4][CH2:3]1)=[O:39])=[O:14])=[O:49])([CH3:43])([CH3:42])[CH3:41]. The catalyst class is: 58. (6) Reactant: C([O:8][C:9]1[CH:14]=[CH:13][C:12]([C:15]2[CH:20]=[CH:19][CH:18]=[CH:17][CH:16]=2)=[CH:11][C:10]=1[C:21]1[N:25]([CH3:26])[N:24]=[CH:23][CH:22]=1)C1C=CC=CC=1. Product: [CH3:26][N:25]1[C:21]([C:10]2[CH:11]=[C:12]([C:15]3[CH:16]=[CH:17][CH:18]=[CH:19][CH:20]=3)[CH:13]=[CH:14][C:9]=2[OH:8])=[CH:22][CH:23]=[N:24]1. The catalyst class is: 19. (7) Product: [CH3:1][O:2][C:3]1[CH:19]=[CH:18][C:6]([O:7][C:8]2[CH:9]=[C:10]([NH2:15])[C:11]([NH2:12])=[CH:13][CH:14]=2)=[CH:5][CH:4]=1. Reactant: [CH3:1][O:2][C:3]1[CH:19]=[CH:18][C:6]([O:7][C:8]2[CH:14]=[CH:13][C:11]([NH2:12])=[C:10]([N+:15]([O-])=O)[CH:9]=2)=[CH:5][CH:4]=1.[H][H]. The catalyst class is: 8. (8) Reactant: [C:1]([C:3]1[CH:4]=[C:5]([NH:9][C:10](=[O:16])[O:11][C:12]([CH3:15])([CH3:14])[CH3:13])[CH:6]=[CH:7][CH:8]=1)#[CH:2].I[C:18]1[CH:23]=[C:22]([N+:24]([O-:26])=[O:25])[CH:21]=[CH:20][C:19]=1[NH:27][C:28](=[O:34])[O:29][C:30]([CH3:33])([CH3:32])[CH3:31].C(N(CC)C(C)C)(C)C. Product: [C:30]([O:29][C:28]([NH:27][C:19]1[CH:20]=[CH:21][C:22]([N+:24]([O-:26])=[O:25])=[CH:23][C:18]=1[C:2]#[C:1][C:3]1[CH:4]=[C:5]([NH:9][C:10](=[O:16])[O:11][C:12]([CH3:13])([CH3:15])[CH3:14])[CH:6]=[CH:7][CH:8]=1)=[O:34])([CH3:33])([CH3:31])[CH3:32]. The catalyst class is: 540. (9) Reactant: [F:1][C:2]1[CH:3]=[C:4]([N:9]=[C:10]=[O:11])[CH:5]=[CH:6][C:7]=1[F:8].[F:12][C:13]1[C:18]([O:19][CH3:20])=[C:17]([O:21][CH3:22])[CH:16]=[CH:15][C:14]=1[C@@:23]12[CH2:31][CH2:30][C@@H:29]([NH2:32])[CH2:28][C@@H:27]1[N:26]([CH3:33])[CH2:25][CH2:24]2. Product: [F:1][C:2]1[CH:3]=[C:4]([NH:9][C:10]([NH:32][C@H:29]2[CH2:28][C@H:27]3[C@:23]([C:14]4[CH:15]=[CH:16][C:17]([O:21][CH3:22])=[C:18]([O:19][CH3:20])[C:13]=4[F:12])([CH2:24][CH2:25][N:26]3[CH3:33])[CH2:31][CH2:30]2)=[O:11])[CH:5]=[CH:6][C:7]=1[F:8]. The catalyst class is: 2.